This data is from NCI-60 drug combinations with 297,098 pairs across 59 cell lines. The task is: Regression. Given two drug SMILES strings and cell line genomic features, predict the synergy score measuring deviation from expected non-interaction effect. Drug 1: CN(C)C1=NC(=NC(=N1)N(C)C)N(C)C. Drug 2: CC1=C(C=C(C=C1)NC(=O)C2=CC=C(C=C2)CN3CCN(CC3)C)NC4=NC=CC(=N4)C5=CN=CC=C5. Cell line: HCT-15. Synergy scores: CSS=5.71, Synergy_ZIP=1.47, Synergy_Bliss=7.61, Synergy_Loewe=2.96, Synergy_HSA=4.23.